From a dataset of Tox21: 12 toxicity assays (nuclear receptors and stress response pathways). Binary classification across 12 toxicity assays. (1) The compound is C[C@]12CC(=O)[C@H]3[C@@H](CCC4=CC(=O)C=C[C@@]43C)[C@@H]1CC[C@]2(O)C(=O)CO. It tested positive (active) for: NR-AR (Androgen Receptor agonist activity), NR-AR-LBD (Androgen Receptor Ligand Binding Domain agonist), and NR-ER (Estrogen Receptor agonist activity). (2) The molecule is CN[C@@H]1[C@H](O[C@H]2[C@H](O[C@@H]3[C@@H](NC(=N)N)[C@H](O)[C@@H](NC(=N)N)[C@H](O)[C@H]3O)O[C@@H](C)[C@]2(O)CO)O[C@@H](CO)[C@H](O)[C@H]1O.CN[C@@H]1[C@H](O[C@H]2[C@H](O[C@@H]3[C@@H](NC(=N)N)[C@H](O)[C@@H](NC(=N)N)[C@H](O)[C@H]3O)O[C@@H](C)[C@]2(O)CO)O[C@@H](CO)[C@H](O)[C@H]1O. It tested positive (active) for: NR-ER (Estrogen Receptor agonist activity). (3) The drug is CCc1c(C(=O)NN2CCCCC2)nn(-c2ccc(Cl)cc2Cl)c1-c1ccc(Br)cc1. It tested positive (active) for: NR-Aromatase (Aromatase enzyme inhibition), NR-ER (Estrogen Receptor agonist activity), SR-ARE (Antioxidant Response Element (oxidative stress)), and SR-MMP (Mitochondrial Membrane Potential disruption). (4) It tested positive (active) for: NR-Aromatase (Aromatase enzyme inhibition). The molecule is CCCCOC(=O)C(C)Oc1ccc(Oc2ccc(C(F)(F)F)cn2)cc1.